From a dataset of hERG potassium channel inhibition data for cardiac toxicity prediction from Karim et al.. Regression/Classification. Given a drug SMILES string, predict its toxicity properties. Task type varies by dataset: regression for continuous values (e.g., LD50, hERG inhibition percentage) or binary classification for toxic/non-toxic outcomes (e.g., AMES mutagenicity, cardiotoxicity, hepatotoxicity). Dataset: herg_karim. (1) The drug is CC(C)(O)CNC(=O)c1ccc(C(c2ccc(OCc3ccccn3)cc2)C(C)(C)C)cn1. The result is 0 (non-blocker). (2) The result is 1 (blocker). The compound is Cc1cc(C)n(-c2cc(NC(=O)CCN3CC[C@H](N(C)C)C3)nc(-c3ccc(C)o3)n2)n1. (3) The molecule is COc1ccc2ncc(F)c(CC[C@]34CC[C@](NCc5ccc6c(n5)NC(=O)C(C)(C)O6)(CC3)CO4)c2n1. The result is 1 (blocker). (4) The drug is C[N+]CCCN1c2ccccc2CCc2ccccc21. The result is 1 (blocker). (5) The drug is COc1cc(Nc2cccc3c2nc(-c2ccc(F)cc2)n3C)cnc1-n1cnc(C)c1. The result is 1 (blocker).